This data is from Reaction yield outcomes from USPTO patents with 853,638 reactions. The task is: Predict the reaction yield, written as a fraction of the theoretical maximum amount of product (1.0 means a 100% yield; for example, 0.34 means a 34% yield). (1) The reactants are [Si:1]([O:8][C:9]1[CH:14]=[CH:13][CH:12]=[CH:11][C:10]=1Br)([C:4]([CH3:7])([CH3:6])[CH3:5])([CH3:3])[CH3:2].[CH:16]([C:18]1[CH:19]=[C:20](B(O)O)[CH:21]=[CH:22][CH:23]=1)=O.[C:27](=[O:30])([O-])[O-].[Na+].[Na+]. The catalyst is C1(C)C=CC=CC=1.C(O)C.O.C(OCC)(=O)C.C1C=CC([P]([Pd]([P](C2C=CC=CC=2)(C2C=CC=CC=2)C2C=CC=CC=2)([P](C2C=CC=CC=2)(C2C=CC=CC=2)C2C=CC=CC=2)[P](C2C=CC=CC=2)(C2C=CC=CC=2)C2C=CC=CC=2)(C2C=CC=CC=2)C2C=CC=CC=2)=CC=1. The product is [C:18]12([C:10]3[CH:11]=[C:12]([C:9]4[CH:10]=[C:11]([CH:12]=[CH:13][CH:14]=4)[CH:27]=[O:30])[CH:13]=[CH:14][C:9]=3[O:8][Si:1]([C:4]([CH3:7])([CH3:6])[CH3:5])([CH3:3])[CH3:2])[CH2:19][CH:20]3[CH2:21][CH:22]([CH2:6][CH:4]([CH2:5]3)[CH2:16]1)[CH2:23]2. The yield is 0.780. (2) The reactants are C([SnH](CCCC)CCCC)CCC.N(C(C)(C)C#N)=NC(C)(C)C#N.[CH2:26]([O:33][C:34]1[C:43]([CH:44](OC(N2C=CN=C2)=S)[C:45]([F:48])([F:47])[F:46])=[C:42]2[C:37]([C:38](=[O:74])[C:39]([CH3:73])=[C:40]([CH:57]3[CH2:62][CH2:61][N:60]([C:63]([O:65][CH2:66][C:67]4[CH:72]=[CH:71][CH:70]=[CH:69][CH:68]=4)=[O:64])[CH2:59][CH2:58]3)[O:41]2)=[CH:36][CH:35]=1)[C:27]1[CH:32]=[CH:31][CH:30]=[CH:29][CH:28]=1. The catalyst is O1CCCC1. The product is [CH2:26]([O:33][C:34]1[C:43]([CH2:44][C:45]([F:46])([F:47])[F:48])=[C:42]2[C:37]([C:38](=[O:74])[C:39]([CH3:73])=[C:40]([CH:57]3[CH2:62][CH2:61][N:60]([C:63]([O:65][CH2:66][C:67]4[CH:72]=[CH:71][CH:70]=[CH:69][CH:68]=4)=[O:64])[CH2:59][CH2:58]3)[O:41]2)=[CH:36][CH:35]=1)[C:27]1[CH:28]=[CH:29][CH:30]=[CH:31][CH:32]=1. The yield is 0.950. (3) The reactants are [CH2:1]([O:8][P:9]([O-:18])[O:10][CH2:11][C:12]1[CH:17]=[CH:16][CH:15]=[CH:14][CH:13]=1)[C:2]1[CH:7]=[CH:6][CH:5]=[CH:4][CH:3]=1.IC1C=CC=C(CC([O-])=O)C=1CC([O-])=O. The catalyst is CC#N. The product is [CH2:11]([O:10][PH:9](=[O:18])[O:8][CH2:1][C:2]1[CH:3]=[CH:4][CH:5]=[CH:6][CH:7]=1)[C:12]1[CH:13]=[CH:14][CH:15]=[CH:16][CH:17]=1. The yield is 0.880.